From a dataset of Forward reaction prediction with 1.9M reactions from USPTO patents (1976-2016). Predict the product of the given reaction. (1) The product is: [CH2:16]([N:8]([CH2:1][C:2]1[CH:3]=[CH:4][CH:5]=[CH:6][CH:7]=1)[C@H:9]1[CH2:14][CH2:13][C@H:12]([O:15][CH2:24][CH2:25][CH2:26][O:27][CH:28]2[CH2:33][CH2:32][CH2:31][CH2:30][O:29]2)[CH2:11][CH2:10]1)[C:17]1[CH:22]=[CH:21][CH:20]=[CH:19][CH:18]=1. Given the reactants [CH2:1]([N:8]([CH2:16][C:17]1[CH:22]=[CH:21][CH:20]=[CH:19][CH:18]=1)[C@H:9]1[CH2:14][CH2:13][C@H:12]([OH:15])[CH2:11][CH2:10]1)[C:2]1[CH:7]=[CH:6][CH:5]=[CH:4][CH:3]=1.Br[CH2:24][CH2:25][CH2:26][O:27][CH:28]1[CH2:33][CH2:32][CH2:31][CH2:30][O:29]1.[OH-].[K+].C(OCC)(=O)C, predict the reaction product. (2) Given the reactants O=C1C2C(=CC=CC=2)C(=O)[N:3]1[CH2:12][CH2:13][N:14]1[CH:18]=[C:17]([C:19]([O:21][CH3:22])=[O:20])[N:16]=[CH:15]1.O.NN.O, predict the reaction product. The product is: [NH2:3][CH2:12][CH2:13][N:14]1[CH:18]=[C:17]([C:19]([O:21][CH3:22])=[O:20])[N:16]=[CH:15]1.